This data is from Forward reaction prediction with 1.9M reactions from USPTO patents (1976-2016). The task is: Predict the product of the given reaction. (1) Given the reactants [Cl:1][C:2]1[CH:7]=[C:6]([CH2:8][N:9]2[C:14]([O:15][C:16]3[CH:21]=[C:20]([CH3:22])[CH:19]=[C:18]([CH:23]4OCC[O:24]4)[CH:17]=3)=[C:13]([CH:28]([CH3:30])[CH3:29])[C:12](=[O:31])[NH:11][C:10]2=[O:32])[CH:5]=[C:4]([NH:33][CH2:34][C:35]2[CH:40]=[CH:39][C:38]([O:41][CH3:42])=[CH:37][CH:36]=2)[N:3]=1.CC1C=CC(S([O-])(=O)=O)=CC=1.C1C=C[NH+]=CC=1, predict the reaction product. The product is: [Cl:1][C:2]1[CH:7]=[C:6]([CH2:8][N:9]2[C:14]([O:15][C:16]3[CH:17]=[C:18]([CH:19]=[C:20]([CH3:22])[CH:21]=3)[CH:23]=[O:24])=[C:13]([CH:28]([CH3:29])[CH3:30])[C:12](=[O:31])[NH:11][C:10]2=[O:32])[CH:5]=[C:4]([NH:33][CH2:34][C:35]2[CH:36]=[CH:37][C:38]([O:41][CH3:42])=[CH:39][CH:40]=2)[N:3]=1. (2) Given the reactants [N:1]1[CH:6]=[CH:5][CH:4]=[C:3]([C:7]#[C:8][CH2:9][OH:10])[CH:2]=1, predict the reaction product. The product is: [N:1]1[CH:6]=[CH:5][CH:4]=[C:3]([C:7]#[C:8][CH:9]=[O:10])[CH:2]=1. (3) Given the reactants Cl[C:2]1[CH:3]=[CH:4][C:5]([CH3:14])=[C:6]2[C:10]=1[C:9](=[O:11])[CH:8]([CH2:12][CH3:13])[CH2:7]2.[C:15]([C:19]1[CH:24]=[CH:23][C:22](B(O)O)=[CH:21][CH:20]=1)([CH3:18])([CH3:17])[CH3:16].C(=O)([O-])[O-].[Na+].[Na+].C(O)CO, predict the reaction product. The product is: [CH2:12]([CH:8]1[CH2:7][C:6]2[C:10](=[C:2]([C:22]3[CH:23]=[CH:24][C:19]([C:15]([CH3:18])([CH3:17])[CH3:16])=[CH:20][CH:21]=3)[CH:3]=[CH:4][C:5]=2[CH3:14])[C:9]1=[O:11])[CH3:13]. (4) Given the reactants O(P(O[C:18]1[N:19]([C:24]([O:26][C:27]([CH3:30])([CH3:29])[CH3:28])=[O:25])[CH2:20][CH2:21][O:22][CH:23]=1)(OC1C=CC=CC=1)=O)C1C=CC=CC=1.[CH3:31][O:32][C:33]([C:35]1[CH:40]=[CH:39][C:38](B(O)O)=[CH:37][CH:36]=1)=[O:34].P([O-])([O-])([O-])=O.[K+].[K+].[K+], predict the reaction product. The product is: [CH3:31][O:32][C:33]([C:35]1[CH:40]=[CH:39][C:38]([C:18]2[N:19]([C:24]([O:26][C:27]([CH3:28])([CH3:29])[CH3:30])=[O:25])[CH2:20][CH2:21][O:22][CH:23]=2)=[CH:37][CH:36]=1)=[O:34]. (5) Given the reactants [CH2:1]([O:3][C:4](=[O:13])[CH2:5][C:6]1[CH:11]=[CH:10][C:9](Br)=[CH:8][CH:7]=1)[CH3:2].[F:14][C:15]([F:26])([F:25])[C:16]1[C:24]2[CH2:23][CH2:22][CH2:21][CH2:20][C:19]=2[NH:18][N:17]=1.C(=O)([O-])[O-].[K+].[K+].CN[C@@H]1CCCC[C@H]1NC, predict the reaction product. The product is: [F:26][C:15]([F:14])([F:25])[C:16]1[C:24]2[CH2:23][CH2:22][CH2:21][CH2:20][C:19]=2[N:18]([C:9]2[CH:10]=[CH:11][C:6]([CH2:5][C:4]([O:3][CH2:1][CH3:2])=[O:13])=[CH:7][CH:8]=2)[N:17]=1. (6) The product is: [CH3:21][O:22][N:23]=[C:10]([CH2:11][F:12])[CH2:9][C:3]1[CH:4]=[CH:5][C:6]([Cl:8])=[CH:7][C:2]=1[Cl:1]. Given the reactants [Cl:1][C:2]1[CH:7]=[C:6]([Cl:8])[CH:5]=[CH:4][C:3]=1[CH2:9][C:10](=O)[CH2:11][F:12].N1C=CC=CC=1.Cl.[CH3:21][O:22][NH2:23], predict the reaction product. (7) Given the reactants [I:1]N1C(=O)CCC1=O.[Br:9][C:10]1[CH:11]=[C:12]2[CH:18]=[N:17][NH:16][C:13]2=[N:14][CH:15]=1, predict the reaction product. The product is: [Br:9][C:10]1[CH:11]=[C:12]2[C:18]([I:1])=[N:17][NH:16][C:13]2=[N:14][CH:15]=1. (8) Given the reactants [CH3:1][O:2][C:3]1[CH:4]=[C:5]2[C:10](=[CH:11][C:12]=1[O:13][CH3:14])[N:9]=[CH:8][CH:7]=[C:6]2[O:15][C:16]1[C:17]([CH:23]([C:25]2[CH:30]=[CH:29][CH:28]=[C:27]([CH3:31])[N:26]=2)[OH:24])=[N:18][C:19]([CH3:22])=[CH:20][CH:21]=1.ClCCl, predict the reaction product. The product is: [CH3:1][O:2][C:3]1[CH:4]=[C:5]2[C:10](=[CH:11][C:12]=1[O:13][CH3:14])[N:9]=[CH:8][CH:7]=[C:6]2[O:15][C:16]1[C:17]([C:23]([C:25]2[CH:30]=[CH:29][CH:28]=[C:27]([CH3:31])[N:26]=2)=[O:24])=[N:18][C:19]([CH3:22])=[CH:20][CH:21]=1. (9) Given the reactants [Cl:1][C:2]1[CH:11]=[CH:10][C:9]2[CH2:8][CH:7]([CH2:12][C:13]#N)[N:6]3[C:15]4[CH:16]=[CH:17][CH:18]=[C:19]([F:22])[C:20]=4[CH:21]=[C:5]3[C:4]=2[N:3]=1.CC(C[AlH]CC(C)C)C.[OH2:32], predict the reaction product. The product is: [Cl:1][C:2]1[CH:11]=[CH:10][C:9]2[CH2:8][CH:7]([CH2:12][CH:13]=[O:32])[N:6]3[C:15]4[CH:16]=[CH:17][CH:18]=[C:19]([F:22])[C:20]=4[CH:21]=[C:5]3[C:4]=2[N:3]=1.